Dataset: Reaction yield outcomes from USPTO patents with 853,638 reactions. Task: Predict the reaction yield, written as a fraction of the theoretical maximum amount of product (1.0 means a 100% yield; for example, 0.34 means a 34% yield). (1) The reactants are CC1C=CC(S(O[CH2:12][C@@H:13]([C:17]2[CH:22]=[CH:21][C:20]([Cl:23])=[CH:19][CH:18]=2)[CH:14]2[CH2:16][CH2:15]2)(=O)=O)=CC=1.[C-:24]#[N:25].[Na+]. The catalyst is CS(C)=O. The product is [Cl:23][C:20]1[CH:19]=[CH:18][C:17]([C@@H:13]([CH:14]2[CH2:15][CH2:16]2)[CH2:12][C:24]#[N:25])=[CH:22][CH:21]=1. The yield is 0.870. (2) The reactants are [Br:1][C:2]1[CH:3]=[C:4]([C:8]2([C:17]3[CH:22]=[CH:21][C:20]([OH:23])=[CH:19][CH:18]=3)[C:12]3=[N:13][CH2:14][CH2:15][N:11]3[C:10](=S)[NH:9]2)[CH:5]=[CH:6][CH:7]=1.C(OO)(C)(C)C.[OH-].[NH4+:31]. The catalyst is CO. The product is [NH2:31][C:10]1[N:11]2[CH2:15][CH2:14][N:13]=[C:12]2[C:8]([C:17]2[CH:22]=[CH:21][C:20]([OH:23])=[CH:19][CH:18]=2)([C:4]2[CH:5]=[CH:6][CH:7]=[C:2]([Br:1])[CH:3]=2)[N:9]=1. The yield is 0.710. (3) The reactants are [N:1]1([CH:6]([C:9]2[CH:14]=[CH:13][C:12]([C:15]3[CH:20]=[CH:19][CH:18]=[C:17]([O:21]C)[CH:16]=3)=[CH:11][N:10]=2)[CH2:7][CH3:8])[CH:5]=[CH:4][N:3]=[CH:2]1.B(Br)(Br)Br.C(OCC)(=O)C.C(=O)(O)[O-].[Na+]. The catalyst is ClCCl. The product is [N:1]1([CH:6]([C:9]2[N:10]=[CH:11][C:12]([C:15]3[CH:16]=[C:17]([OH:21])[CH:18]=[CH:19][CH:20]=3)=[CH:13][CH:14]=2)[CH2:7][CH3:8])[CH:5]=[CH:4][N:3]=[CH:2]1. The yield is 0.420. (4) The reactants are [CH3:1][NH:2][CH2:3][CH2:4][CH2:5][CH2:6][C:7]([OH:9])=[O:8].[CH3:10]O.[ClH:12]. The product is [ClH:12].[CH3:1][NH:2][CH2:3][CH2:4][CH2:5][CH2:6][C:7]([O:9][CH3:10])=[O:8]. No catalyst specified. The yield is 1.00.